Dataset: Forward reaction prediction with 1.9M reactions from USPTO patents (1976-2016). Task: Predict the product of the given reaction. (1) Given the reactants Cl[C:2]([O:4][CH3:5])=[O:3].[NH2:6][CH2:7][CH:8]1[O:12][C:11](=[O:13])[N:10]([C:14]2[CH:15]=[C:16]3[C:20](=[CH:21][CH:22]=2)[N:19]([C@H:23]([CH3:26])[CH2:24][F:25])[C:18](=[O:27])[CH2:17]3)[CH2:9]1.C(N(C(C)C)CC)(C)C, predict the reaction product. The product is: [CH3:5][O:4][C:2](=[O:3])[NH:6][CH2:7][C@@H:8]1[O:12][C:11](=[O:13])[N:10]([C:14]2[CH:15]=[C:16]3[C:20](=[CH:21][CH:22]=2)[N:19]([CH:23]([CH3:26])[CH2:24][F:25])[C:18](=[O:27])[CH2:17]3)[CH2:9]1. (2) Given the reactants Cl.[Cl:2][C:3]1[CH:8]=[CH:7][C:6]([CH:9]2[CH2:14][CH2:13][CH2:12][NH:11][CH2:10]2)=[C:5]([C:15]([F:18])([F:17])[F:16])[CH:4]=1.[CH3:19][NH:20][C:21]1[CH:22]=[C:23]([CH:27]=[CH:28][N:29]=1)[C:24](O)=[O:25].Cl.CCCP(=O)=O.C(N(CC)CC)C, predict the reaction product. The product is: [Cl:2][C:3]1[CH:8]=[CH:7][C:6]([CH:9]2[CH2:14][CH2:13][CH2:12][N:11]([C:24]([C:23]3[CH:27]=[CH:28][N:29]=[C:21]([NH:20][CH3:19])[CH:22]=3)=[O:25])[CH2:10]2)=[C:5]([C:15]([F:18])([F:16])[F:17])[CH:4]=1.